Dataset: Full USPTO retrosynthesis dataset with 1.9M reactions from patents (1976-2016). Task: Predict the reactants needed to synthesize the given product. Given the product [BrH:13].[CH3:1][C:2]1[CH:11]=[N:10][C:9]2[C:4](=[CH:5][CH:6]=[C:7]([NH2:12])[C:8]=2[Br:13])[N:3]=1, predict the reactants needed to synthesize it. The reactants are: [CH3:1][C:2]1[CH:11]=[N:10][C:9]2[C:4](=[CH:5][CH:6]=[C:7]([NH2:12])[CH:8]=2)[N:3]=1.[Br:13]Br.